Dataset: Full USPTO retrosynthesis dataset with 1.9M reactions from patents (1976-2016). Task: Predict the reactants needed to synthesize the given product. (1) Given the product [Cl:14][C:12]1[N:11]=[C:10]2[C:6]([N:7]=[CH:8][N:9]2[CH:15]2[CH2:19][CH2:18][CH2:17][CH2:16]2)=[C:5]([NH:4][CH2:3][CH2:2][NH:1][C:34](=[O:35])[C:33]2[CH:32]=[C:31]([Cl:30])[CH:39]=[C:38]([Cl:40])[CH:37]=2)[N:13]=1, predict the reactants needed to synthesize it. The reactants are: [NH2:1][CH2:2][CH2:3][NH:4][C:5]1[N:13]=[C:12]([Cl:14])[N:11]=[C:10]2[C:6]=1[N:7]=[CH:8][N:9]2[CH:15]1[CH2:19][CH2:18][CH2:17][CH2:16]1.C(Cl)Cl.C(N(CC)CC)C.[Cl:30][C:31]1[CH:32]=[C:33]([CH:37]=[C:38]([Cl:40])[CH:39]=1)[C:34](Cl)=[O:35]. (2) Given the product [F:1][C:2]1[CH:24]=[C:23]([F:25])[CH:22]=[CH:21][C:3]=1[CH2:4][N:5]1[C:9]2=[CH:10][N:11]=[C:12]([C:14]([NH:29][O:28][CH3:27])=[O:16])[CH:13]=[C:8]2[C:7]([CH2:17][O:18][CH2:19][CH3:20])=[CH:6]1, predict the reactants needed to synthesize it. The reactants are: [F:1][C:2]1[CH:24]=[C:23]([F:25])[CH:22]=[CH:21][C:3]=1[CH2:4][N:5]1[C:9]2=[CH:10][N:11]=[C:12]([C:14]([OH:16])=O)[CH:13]=[C:8]2[C:7]([CH2:17][O:18][CH2:19][CH3:20])=[CH:6]1.Cl.[CH3:27][O:28][NH2:29].